Dataset: Catalyst prediction with 721,799 reactions and 888 catalyst types from USPTO. Task: Predict which catalyst facilitates the given reaction. (1) Product: [Cl:1][C:2]1[CH:3]=[C:4]([CH:26]=[CH:27][C:28]=1[Cl:29])[CH2:5][O:6][C:7]1[CH:12]=[CH:11][C:10]([C@H:13]([OH:25])[CH2:14][O:15][C:16]2[CH:17]=[C:18]([CH:21]=[CH:22][C:23]=2[F:24])[C:19]#[N:20])=[CH:9][CH:8]=1. The catalyst class is: 247. Reactant: [Cl:1][C:2]1[CH:3]=[C:4]([CH:26]=[CH:27][C:28]=1[Cl:29])[CH2:5][O:6][C:7]1[CH:12]=[CH:11][C:10]([C:13](=[O:25])[CH2:14][O:15][C:16]2[CH:17]=[C:18]([CH:21]=[CH:22][C:23]=2[F:24])[C:19]#[N:20])=[CH:9][CH:8]=1. (2) Reactant: Cl.[Cl:2][C:3]1[CH:4]=[C:5]([C:13]2[S:17][C:16]([C:18]3[CH:28]=[CH:27][C:21]4[CH2:22][CH2:23][NH:24][CH2:25][CH2:26][C:20]=4[CH:19]=3)=[N:15][CH:14]=2)[CH:6]=[CH:7][C:8]=1[O:9][CH:10]([CH3:12])[CH3:11].Br[CH2:30][CH2:31][CH2:32][C:33]([O:35][CH2:36][CH3:37])=[O:34].C([O-])([O-])=O.[K+].[K+]. Product: [Cl:2][C:3]1[CH:4]=[C:5]([C:13]2[S:17][C:16]([C:18]3[CH:28]=[CH:27][C:21]4[CH2:22][CH2:23][N:24]([CH2:30][CH2:31][CH2:32][C:33]([O:35][CH2:36][CH3:37])=[O:34])[CH2:25][CH2:26][C:20]=4[CH:19]=3)=[N:15][CH:14]=2)[CH:6]=[CH:7][C:8]=1[O:9][CH:10]([CH3:12])[CH3:11]. The catalyst class is: 3.